From a dataset of Full USPTO retrosynthesis dataset with 1.9M reactions from patents (1976-2016). Predict the reactants needed to synthesize the given product. (1) The reactants are: O1CCCC1.C(#N)C.[CH2:9]([O:16][C:17]([C:19]1([C:22](=[O:39])[NH:23][C:24]2[CH:29]=[CH:28][C:27]([O:30][C:31]3[CH:36]=[CH:35][N:34]=[C:33]([NH2:37])[CH:32]=3)=[CH:26][C:25]=2[F:38])[CH2:21][CH2:20]1)=[O:18])[C:10]1[CH:15]=[CH:14][CH:13]=[CH:12][CH:11]=1.Cl[C:41]([O:43][C:44]1[CH:49]=[CH:48][CH:47]=[CH:46][CH:45]=1)=[O:42]. Given the product [CH2:9]([O:16][C:17]([C:19]1([C:22](=[O:39])[NH:23][C:24]2[CH:29]=[CH:28][C:27]([O:30][C:31]3[CH:36]=[CH:35][N:34]=[C:33]([NH:37][C:41]([O:43][C:44]4[CH:49]=[CH:48][CH:47]=[CH:46][CH:45]=4)=[O:42])[CH:32]=3)=[CH:26][C:25]=2[F:38])[CH2:20][CH2:21]1)=[O:18])[C:10]1[CH:11]=[CH:12][CH:13]=[CH:14][CH:15]=1, predict the reactants needed to synthesize it. (2) Given the product [O:23]1[C:19]([C:18]2[C:11]3[C:10]([C:6]4[CH:5]=[C:4]([CH:9]=[CH:8][CH:7]=4)[NH2:1])=[N:15][CH:14]=[N:13][C:12]=3[N:16]([CH2:24][O:25][CH2:26][CH2:27][Si:28]([CH3:31])([CH3:30])[CH3:29])[CH:17]=2)=[CH:20][N:21]=[CH:22]1, predict the reactants needed to synthesize it. The reactants are: [N+:1]([C:4]1[CH:5]=[C:6]([C:10]2[C:11]3[C:18]([C:19]4[O:23][CH:22]=[N:21][CH:20]=4)=[CH:17][N:16]([CH2:24][O:25][CH2:26][CH2:27][Si:28]([CH3:31])([CH3:30])[CH3:29])[C:12]=3[N:13]=[CH:14][N:15]=2)[CH:7]=[CH:8][CH:9]=1)([O-])=O.